From a dataset of Catalyst prediction with 721,799 reactions and 888 catalyst types from USPTO. Predict which catalyst facilitates the given reaction. (1) Reactant: [N:1]1[N:5]2[CH:6]=[CH:7][N:8]=[CH:9][C:4]2=[C:3]([C:10]([NH2:12])=O)[CH:2]=1.C(=O)([O-])O.[Na+].[OH-].[Na+]. Product: [N:1]1[N:5]2[CH:6]=[CH:7][N:8]=[CH:9][C:4]2=[C:3]([C:10]#[N:12])[CH:2]=1. The catalyst class is: 286. (2) Reactant: [CH3:1][NH:2][CH3:3].[NH:4]1[C:12]2[C:7](=[N:8][CH:9]=[CH:10][CH:11]=2)[C:6]([CH2:13][C:14]([O:16]CC)=O)=[CH:5]1. Product: [CH3:1][N:2]([CH3:3])[C:14](=[O:16])[CH2:13][C:6]1[C:7]2=[N:8][CH:9]=[CH:10][CH:11]=[C:12]2[NH:4][CH:5]=1. The catalyst class is: 5. (3) Reactant: [OH:1][C:2]1[CH:3]=[CH:4][C:5]([NH:12][S:13]([C:16]2[CH:21]=[CH:20][C:19]([CH3:22])=[CH:18][CH:17]=2)(=[O:15])=[O:14])=[C:6]([CH:11]=1)[C:7]([O:9][CH3:10])=[O:8].F[C:24]1[CH:25]=[CH:26][C:27]([N+:34]([O-:36])=[O:35])=[C:28]([C:30]([F:33])([F:32])[F:31])[CH:29]=1.C(=O)([O-])[O-].[K+].[K+]. Product: [CH3:10][O:9][C:7](=[O:8])[C:6]1[CH:11]=[C:2]([O:1][C:24]2[CH:25]=[CH:26][C:27]([N+:34]([O-:36])=[O:35])=[C:28]([C:30]([F:31])([F:33])[F:32])[CH:29]=2)[CH:3]=[CH:4][C:5]=1[NH:12][S:13]([C:16]1[CH:21]=[CH:20][C:19]([CH3:22])=[CH:18][CH:17]=1)(=[O:15])=[O:14]. The catalyst class is: 31. (4) Reactant: C([O:3][C:4](=O)[CH2:5][O:6][C:7]1[CH:12]=[CH:11][C:10]([C:13]#[C:14][C:15]2[CH:20]=[CH:19][CH:18]=[C:17]([F:21])[CH:16]=2)=[CH:9][C:8]=1[N+:22]([O-])=O)C.O1C2C=CC=CC=2CC(=O)N1.NC1C=CC=CC=1. Product: [F:21][C:17]1[CH:16]=[C:15]([CH2:14][CH2:13][C:10]2[CH:11]=[CH:12][C:7]3[O:6][CH2:5][C:4](=[O:3])[NH:22][C:8]=3[CH:9]=2)[CH:20]=[CH:19][CH:18]=1. The catalyst class is: 78. (5) Reactant: [CH2:1]([NH:5][CH2:6][C:7]1[S:8][C:9]([C:12]2[CH:17]=[CH:16][CH:15]=[C:14]([S:18]([CH3:21])(=[O:20])=[O:19])[CH:13]=2)=[CH:10][CH:11]=1)[CH:2]([CH3:4])[CH3:3].[F:22][C:23]1[CH:24]=[CH:25][C:26]([CH3:33])=[C:27]([S:29](Cl)(=[O:31])=[O:30])[CH:28]=1.C(N(CC)C(C)C)(C)C. Product: [F:22][C:23]1[CH:24]=[CH:25][C:26]([CH3:33])=[C:27]([S:29]([N:5]([CH2:1][CH:2]([CH3:4])[CH3:3])[CH2:6][C:7]2[S:8][C:9]([C:12]3[CH:17]=[CH:16][CH:15]=[C:14]([S:18]([CH3:21])(=[O:20])=[O:19])[CH:13]=3)=[CH:10][CH:11]=2)(=[O:31])=[O:30])[CH:28]=1. The catalyst class is: 4. (6) Reactant: [CH3:1][O:2][C:3](=[O:26])[C:4]1[CH:9]=[CH:8][C:7]([C:10]([C:15]2[NH:24][C:18]3=[N:19][CH:20]=[C:21]([F:23])[CH:22]=[C:17]3[CH:16]=2)=[CH:11][CH:12]([CH3:14])[CH3:13])=[CH:6][C:5]=1[F:25]. Product: [CH3:1][O:2][C:3](=[O:26])[C:4]1[CH:9]=[CH:8][C:7]([CH:10]([C:15]2[NH:24][C:18]3=[N:19][CH:20]=[C:21]([F:23])[CH:22]=[C:17]3[CH:16]=2)[CH2:11][CH:12]([CH3:14])[CH3:13])=[CH:6][C:5]=1[F:25]. The catalyst class is: 43. (7) Reactant: Cl.Cl.[N:3]1[C:11]2[CH:10]=[CH:9][N:8]=[CH:7][C:6]=2[O:5][C:4]=1[NH:12][CH:13]1[CH2:18][CH2:17][NH:16][CH2:15][CH2:14]1.[CH2:19]([O:21][C:22]1[CH:23]=[C:24]([CH:27]=[C:28]([O:31][CH2:32][CH3:33])[C:29]=1[F:30])[CH:25]=O)[CH3:20].C([BH3-])#N.[Na+].C(N(C(C)C)C(C)C)C. Product: [CH2:19]([O:21][C:22]1[CH:23]=[C:24]([CH:27]=[C:28]([O:31][CH2:32][CH3:33])[C:29]=1[F:30])[CH2:25][N:16]1[CH2:17][CH2:18][CH:13]([NH:12][C:4]2[O:5][C:6]3[CH:7]=[N:8][CH:9]=[CH:10][C:11]=3[N:3]=2)[CH2:14][CH2:15]1)[CH3:20]. The catalyst class is: 212. (8) Reactant: FC(F)(F)S(O[C:7]1[C:8]([S:21]([CH3:23])=[O:22])=[C:9]2[C:13](=[CH:14][CH:15]=1)[N:12]([CH:16]([CH2:18][CH2:19][CH3:20])[CH3:17])[CH:11]=[CH:10]2)(=O)=O.[S:26]1[C:30](B(O)O)=[CH:29][C:28]2[CH:34]=[CH:35][CH:36]=[CH:37][C:27]1=2.C([O-])([O-])=O.[K+].[K+]. Product: [S:26]1[C:30]([C:7]2[C:8]([S:21]([CH3:23])=[O:22])=[C:9]3[C:13](=[CH:14][CH:15]=2)[N:12]([CH:16]([CH2:18][CH2:19][CH3:20])[CH3:17])[CH:11]=[CH:10]3)=[CH:29][C:28]2[CH:34]=[CH:35][CH:36]=[CH:37][C:27]1=2. The catalyst class is: 109.